Dataset: Catalyst prediction with 721,799 reactions and 888 catalyst types from USPTO. Task: Predict which catalyst facilitates the given reaction. (1) Reactant: [Br:1][C:2]1[C:3](=[O:23])[NH:4][N:5]=[CH:6][C:7]=1[N:8]1[CH2:13][CH2:12][CH:11]([C:14]2[C:19]([O:20][CH3:21])=[CH:18][CH:17]=[CH:16][C:15]=2[F:22])[CH2:10][CH2:9]1.[C:24](O[C:24]([O:26][C:27]([CH3:30])([CH3:29])[CH3:28])=[O:25])([O:26][C:27]([CH3:30])([CH3:29])[CH3:28])=[O:25].C(N(CC)CC)C. Product: [Br:1][C:2]1[C:3](=[O:23])[N:4]([C:24]([O:26][C:27]([CH3:30])([CH3:29])[CH3:28])=[O:25])[N:5]=[CH:6][C:7]=1[N:8]1[CH2:13][CH2:12][CH:11]([C:14]2[C:19]([O:20][CH3:21])=[CH:18][CH:17]=[CH:16][C:15]=2[F:22])[CH2:10][CH2:9]1. The catalyst class is: 2. (2) Reactant: [N:1]1[N:12]2[C:4]([N:5]=[C:6]3[C:10](=[C:11]2[C:13]2[CH:14]=[CH:15][C:16]4[O:20][C:19]([CH2:21][CH2:22]OS(C)(=O)=O)=[CH:18][C:17]=4[CH:28]=2)[CH2:9][CH2:8][CH2:7]3)=[CH:3][CH:2]=1.[OH:29][C@H:30]1[CH2:34][CH2:33][NH:32][CH2:31]1.C(=O)([O-])[O-].[K+].[K+]. The catalyst class is: 10. Product: [N:1]1[N:12]2[C:4]([N:5]=[C:6]3[C:10](=[C:11]2[C:13]2[CH:14]=[CH:15][C:16]4[O:20][C:19]([CH2:21][CH2:22][N:32]5[CH2:33][CH2:34][C@H:30]([OH:29])[CH2:31]5)=[CH:18][C:17]=4[CH:28]=2)[CH2:9][CH2:8][CH2:7]3)=[CH:3][CH:2]=1. (3) Reactant: Br[C:2]1[CH:3]=[N:4][CH:5]=[C:6]([F:8])[CH:7]=1.[C:9](=[N:22][NH2:23])([C:16]1[CH:21]=[CH:20][CH:19]=[CH:18][CH:17]=1)[C:10]1[CH:15]=[CH:14][CH:13]=[CH:12][CH:11]=1.C1(P(C2C=CC=CC=2)C2C3OC4C(=CC=CC=4P(C4C=CC=CC=4)C4C=CC=CC=4)C(C)(C)C=3C=CC=2)C=CC=CC=1. Product: [C:10]1([C:9]([C:16]2[CH:21]=[CH:20][CH:19]=[CH:18][CH:17]=2)=[N:22][NH:23][C:2]2[CH:3]=[N:4][CH:5]=[C:6]([F:8])[CH:7]=2)[CH:11]=[CH:12][CH:13]=[CH:14][CH:15]=1. The catalyst class is: 164. (4) Reactant: C([O:5][C:6](=[O:23])[C:7]1[CH:12]=[CH:11][C:10](/[C:13](/[S:20][CH3:21])=[N:14]\[CH2:15][Si:16]([CH3:19])([CH3:18])[CH3:17])=[CH:9][C:8]=1[CH3:22])(C)(C)C.FC(F)(F)C(O)=O.O. Product: [CH3:22][C:8]1[CH:9]=[C:10](/[C:13](/[S:20][CH3:21])=[N:14]/[CH2:15][Si:16]([CH3:19])([CH3:18])[CH3:17])[CH:11]=[CH:12][C:7]=1[C:6]([OH:23])=[O:5]. The catalyst class is: 4. (5) Reactant: [CH3:1][O:2][C:3]1[CH:4]=[C:5]([CH:24]=[CH:25][C:26]=1[O:27][CH3:28])[CH2:6][NH:7][C:8]1[N:13]2[N:14]=[C:15]([C:17]3[O:18][CH:19]=[CH:20][CH:21]=3)[N:16]=[C:12]2[CH:11]=[C:10]([CH:22]=[CH2:23])[N:9]=1.C12BC(CCC1)CCC2.[OH-].[Na+].OO.S([O-])(O)=[O:43].[Na+].C(=O)(O)[O-].[Na+]. Product: [CH3:1][O:2][C:3]1[CH:4]=[C:5]([CH:24]=[CH:25][C:26]=1[O:27][CH3:28])[CH2:6][NH:7][C:8]1[N:13]2[N:14]=[C:15]([C:17]3[O:18][CH:19]=[CH:20][CH:21]=3)[N:16]=[C:12]2[CH:11]=[C:10]([CH2:22][CH2:23][OH:43])[N:9]=1. The catalyst class is: 219. (6) Reactant: [Cl:1][C:2]1[CH:7]=[CH:6][C:5]([CH:8]([OH:43])[C:9]2[C:17]3[C:16](=[O:18])[N:15]([CH2:19][CH2:20][CH2:21][O:22]C4CCCCO4)[C:14](=[O:29])[N:13]([CH3:30])[C:12]=3[S:11][C:10]=2[O:31][C:32]2[CH:37]=[CH:36][CH:35]=[C:34]([O:38][C:39]([F:42])([F:41])[F:40])[CH:33]=2)=[CH:4][CH:3]=1. The catalyst class is: 209. Product: [Cl:1][C:2]1[CH:7]=[CH:6][C:5]([CH:8]([OH:43])[C:9]2[C:17]3[C:16](=[O:18])[N:15]([CH2:19][CH2:20][CH2:21][OH:22])[C:14](=[O:29])[N:13]([CH3:30])[C:12]=3[S:11][C:10]=2[O:31][C:32]2[CH:37]=[CH:36][CH:35]=[C:34]([O:38][C:39]([F:41])([F:42])[F:40])[CH:33]=2)=[CH:4][CH:3]=1. (7) Reactant: Cl[CH2:2][C:3]([O:5][C@H:6]([CH2:35][N:36]([S:41]([C:44]1[CH:52]=[CH:51][C:47]2[O:48][CH2:49][O:50][C:46]=2[CH:45]=1)(=[O:43])=[O:42])[CH2:37][CH:38]([CH3:40])[CH3:39])[C@@H:7]([NH:23][C:24]([O:26][C@@H:27]1[C@H:34]2[C@H:30]([O:31][CH2:32][CH2:33]2)[O:29][CH2:28]1)=[O:25])[CH2:8][C:9]1[CH:14]=[CH:13][C:12]([O:15][CH2:16][C:17]2[N:18]=[C:19]([CH3:22])[S:20][CH:21]=2)=[CH:11][CH:10]=1)=[O:4].C1(NC2CCCCC2)CCCCC1.[C:66]([O:70][C:71]([NH:73][C@H:74]([C:87]([OH:89])=[O:88])[CH2:75][CH2:76][CH2:77][CH2:78][NH:79][C:80]([O:82][C:83]([CH3:86])([CH3:85])[CH3:84])=[O:81])=[O:72])([CH3:69])([CH3:68])[CH3:67]. Product: [C:66]([O:70][C:71]([NH:73][C@H:74]([C:87]([O:89][CH2:2][C:3]([O:5][C@H:6]([CH2:35][N:36]([S:41]([C:44]1[CH:52]=[CH:51][C:47]2[O:48][CH2:49][O:50][C:46]=2[CH:45]=1)(=[O:43])=[O:42])[CH2:37][CH:38]([CH3:40])[CH3:39])[C@@H:7]([NH:23][C:24]([O:26][C@@H:27]1[C@H:34]2[C@H:30]([O:31][CH2:32][CH2:33]2)[O:29][CH2:28]1)=[O:25])[CH2:8][C:9]1[CH:14]=[CH:13][C:12]([O:15][CH2:16][C:17]2[N:18]=[C:19]([CH3:22])[S:20][CH:21]=2)=[CH:11][CH:10]=1)=[O:4])=[O:88])[CH2:75][CH2:76][CH2:77][CH2:78][NH:79][C:80]([O:82][C:83]([CH3:86])([CH3:85])[CH3:84])=[O:81])=[O:72])([CH3:69])([CH3:67])[CH3:68]. The catalyst class is: 42. (8) Reactant: [N:1]([C@H:4]1[C:13]2[C:8](=[N:9][C:10]([C:21]3[CH:26]=[CH:25][C:24]([Cl:27])=[CH:23][C:22]=3[Cl:28])=[C:11]([C:14]3[CH:19]=[CH:18][C:17]([Cl:20])=[CH:16][CH:15]=3)[CH:12]=2)[O:7][C:6]([CH3:30])([CH3:29])[CH2:5]1)=[N+]=[N-].O.CP(C)C. Product: [Cl:20][C:17]1[CH:16]=[CH:15][C:14]([C:11]2[CH:12]=[C:13]3[C@H:4]([NH2:1])[CH2:5][C:6]([CH3:30])([CH3:29])[O:7][C:8]3=[N:9][C:10]=2[C:21]2[CH:26]=[CH:25][C:24]([Cl:27])=[CH:23][C:22]=2[Cl:28])=[CH:19][CH:18]=1. The catalyst class is: 1.